Dataset: Reaction yield outcomes from USPTO patents with 853,638 reactions. Task: Predict the reaction yield, written as a fraction of the theoretical maximum amount of product (1.0 means a 100% yield; for example, 0.34 means a 34% yield). (1) The yield is 0.590. The product is [Cl:1][C:2]1[C:3]([OH:11])=[C:4]([C:8](=[N:21][NH:20][C:12](=[O:19])[C:13]2[CH:18]=[CH:17][CH:16]=[CH:15][CH:14]=2)[CH3:9])[CH:5]=[CH:6][CH:7]=1. The reactants are [Cl:1][C:2]1[C:3]([OH:11])=[C:4]([C:8](=O)[CH3:9])[CH:5]=[CH:6][CH:7]=1.[C:12]([NH:20][NH2:21])(=[O:19])[C:13]1[CH:18]=[CH:17][CH:16]=[CH:15][CH:14]=1.C(O)(=O)C. The catalyst is C(O)C. (2) The reactants are [Cl:1][C:2]1[CH:15]=[C:14]([CH:16]=[CH2:17])[CH:13]=[CH:12][C:3]=1[CH2:4][NH:5][C:6]1[CH:11]=[CH:10][CH:9]=[CH:8][N:7]=1.Br[CH:19]([C:24]1[CH:25]=[C:26]([Cl:32])[C:27]([Cl:31])=[C:28]([Cl:30])[CH:29]=1)[C:20]([F:23])([F:22])[F:21].N1C=CC=CC=1C1C=CC=CN=1. The catalyst is ClC1C=CC=CC=1Cl.Cl[Cu]. The product is [Cl:1][C:2]1[CH:15]=[C:14](/[CH:16]=[CH:17]/[CH:19]([C:24]2[CH:25]=[C:26]([Cl:32])[C:27]([Cl:31])=[C:28]([Cl:30])[CH:29]=2)[C:20]([F:22])([F:21])[F:23])[CH:13]=[CH:12][C:3]=1[CH2:4][NH:5][C:6]1[CH:11]=[CH:10][CH:9]=[CH:8][N:7]=1. The yield is 0.350. (3) The reactants are [C:1]([C:3]([C:6]1[CH:7]=[C:8]([CH:22]=[CH:23][CH:24]=1)[C:9]([NH:11][C:12]1[CH:17]=[CH:16][C:15]([CH3:18])=[C:14]([N+:19]([O-])=O)[CH:13]=1)=[O:10])([CH3:5])[CH3:4])#[N:2]. The catalyst is O.NN.C(O)C.[Pd]. The product is [NH2:19][C:14]1[CH:13]=[C:12]([NH:11][C:9](=[O:10])[C:8]2[CH:22]=[CH:23][CH:24]=[C:6]([C:3]([C:1]#[N:2])([CH3:5])[CH3:4])[CH:7]=2)[CH:17]=[CH:16][C:15]=1[CH3:18]. The yield is 0.910. (4) The reactants are [F:1][C:2]([F:7])([F:6])[C:3]([OH:5])=[O:4].[CH:8]1([CH:13]([N:19]2[CH:23]=[C:22]([C:24]3[C:25]4[CH:32]=[CH:31][NH:30][C:26]=4[N:27]=[CH:28][N:29]=3)[CH:21]=[N:20]2)[CH2:14][CH:15]=[C:16]([F:18])[F:17])[CH2:12][CH2:11][CH2:10][CH2:9]1. The catalyst is CO.[Pd]. The product is [F:1][C:2]([F:7])([F:6])[C:3]([OH:5])=[O:4].[CH:8]1([CH:13]([N:19]2[CH:23]=[C:22]([C:24]3[C:25]4[CH:32]=[CH:31][NH:30][C:26]=4[N:27]=[CH:28][N:29]=3)[CH:21]=[N:20]2)[CH2:14][CH2:15][CH:16]([F:17])[F:18])[CH2:12][CH2:11][CH2:10][CH2:9]1. The yield is 0.210. (5) The reactants are [Cl:1][C:2]1[N:7]=[CH:6][C:5]2[C:8](I)=[N:9][N:10]([CH:11]([CH3:13])[CH3:12])[C:4]=2[CH:3]=1.CC1C=CC2C(=C3C(=CC=2)C=CC(C)=N3)N=1.C(=O)([O-])[O-].[Cs+].[Cs+].[O:37]1[CH2:41][CH2:40][CH:39]([OH:42])[CH2:38]1. The catalyst is [Cu]I.C1(C)C=CC=CC=1. The product is [Cl:1][C:2]1[N:7]=[CH:6][C:5]2[C:8]([O:42][CH:39]3[CH2:40][CH2:41][O:37][CH2:38]3)=[N:9][N:10]([CH:11]([CH3:13])[CH3:12])[C:4]=2[CH:3]=1. The yield is 0.230. (6) The reactants are [CH2:1]1[CH:6]2[CH2:7][C:8]3([C:10]([OH:12])=O)[CH2:9][CH:2]1[CH2:3][CH:4]3[CH2:5]2.[CH3:13][NH:14][CH2:15][C:16]1[S:17][CH:18]=[CH:19][CH:20]=1.C(N(CC)CC)C.CCN=C=NCCCN(C)C. The catalyst is C(Cl)Cl.CN(C1C=CN=CC=1)C. The product is [CH3:13][N:14]([CH2:15][C:16]1[S:17][CH:18]=[CH:19][CH:20]=1)[C:10]([C:8]12[CH2:7][CH:6]3[CH2:1][CH:2]([CH2:3][CH:4]1[CH2:5]3)[CH2:9]2)=[O:12]. The yield is 0.830. (7) The reactants are O[Li].O.C[O:5][C:6]([C:8]1[CH:9]=[C:10]([C:19]2[CH:24]=[CH:23][C:22]([CH3:25])=[CH:21][CH:20]=2)[CH:11]=[C:12]([N:14]2[CH:18]=[N:17][N:16]=[N:15]2)[CH:13]=1)=[O:7]. The catalyst is O.C1COCC1. The product is [CH3:25][C:22]1[CH:23]=[CH:24][C:19]([C:10]2[CH:11]=[C:12]([N:14]3[CH:18]=[N:17][N:16]=[N:15]3)[CH:13]=[C:8]([C:6]([OH:7])=[O:5])[CH:9]=2)=[CH:20][CH:21]=1. The yield is 0.930. (8) The reactants are [CH3:1][C@@:2]1([OH:22])[CH2:7][CH2:6][C@H:5]2[C@H:8]3[C@H:18]([CH2:19][CH2:20][C@:3]12[CH3:4])[C@:16]1([CH3:17])[CH:11]([CH2:12][C@@H:13]2[O:21][C@@H:14]2[CH2:15]1)[CH2:10][CH2:9]3.O.[NH:24]1[CH2:29][CH2:28][NH:27][CH2:26][CH2:25]1. The catalyst is ClCCl. The product is [CH3:1][C@@:2]1([OH:22])[CH2:7][CH2:6][C@H:5]2[C@H:8]3[C@H:18]([CH2:19][CH2:20][C@:3]12[CH3:4])[C@:16]1([CH3:17])[CH:11]([CH2:12][C@H:13]([OH:21])[C@@H:14]([N:24]2[CH2:29][CH2:28][NH:27][CH2:26][CH2:25]2)[CH2:15]1)[CH2:10][CH2:9]3. The yield is 0.600. (9) The reactants are [F:1][C:2]1[CH:7]=[CH:6][CH:5]=[C:4]([F:8])[C:3]=1[CH3:9].[N+:10]([O-])([OH:12])=[O:11]. The catalyst is OS(O)(=O)=O. The product is [F:1][C:2]1[CH:7]=[CH:6][C:5]([N+:10]([O-:12])=[O:11])=[C:4]([F:8])[C:3]=1[CH3:9]. The yield is 0.780. (10) The reactants are [NH2:1][C@@H:2]([CH2:33][C:34]1[CH:39]=[CH:38][CH:37]=[CH:36][CH:35]=1)[C@@H:3]([OH:32])[CH2:4][C@@H:5]([NH:19][C:20]([C@@H:22]([NH:27][C:28](=[O:31])[O:29][CH3:30])[C:23]([CH3:26])([CH3:25])[CH3:24])=[O:21])[CH2:6][C:7]1[CH:12]=[CH:11][C:10]([C:13]2[CH:18]=[CH:17][CH:16]=[CH:15][N:14]=2)=[CH:9][CH:8]=1.[CH3:40][C:41]([CH3:61])([CH3:60])[C@H:42]([N:46]1[CH2:50][CH2:49][N:48]([CH2:51][C:52]2[CH:53]=[N:54][C:55]([CH3:58])=[CH:56][CH:57]=2)[C:47]1=[O:59])[C:43](O)=[O:44].CCOP(ON1N=NC2C=CC=CC=2C1=O)(OCC)=O.C(N(CC)C(C)C)(C)C. The catalyst is C1COCC1. The product is [CH3:40][C:41]([CH3:61])([CH3:60])[C@H:42]([N:46]1[CH2:50][CH2:49][N:48]([CH2:51][C:52]2[CH:53]=[N:54][C:55]([CH3:58])=[CH:56][CH:57]=2)[C:47]1=[O:59])[C:43]([NH:1][C@@H:2]([CH2:33][C:34]1[CH:35]=[CH:36][CH:37]=[CH:38][CH:39]=1)[C@@H:3]([OH:32])[CH2:4][C@@H:5]([NH:19][C:20]([C@@H:22]([NH:27][C:28](=[O:31])[O:29][CH3:30])[C:23]([CH3:26])([CH3:25])[CH3:24])=[O:21])[CH2:6][C:7]1[CH:12]=[CH:11][C:10]([C:13]2[CH:18]=[CH:17][CH:16]=[CH:15][N:14]=2)=[CH:9][CH:8]=1)=[O:44]. The yield is 0.450.